From a dataset of Catalyst prediction with 721,799 reactions and 888 catalyst types from USPTO. Predict which catalyst facilitates the given reaction. Reactant: [F:1][C:2]1[CH:3]=[C:4]([C:9]2[CH:18]=[CH:17][C:16]3[C:11](=[CH:12][CH:13]=[C:14]([C:19]#[C:20][CH3:21])[CH:15]=3)[CH:10]=2)[CH:5]=[CH:6][C:7]=1[F:8].[H][H]. The catalyst class is: 586. Product: [F:1][C:2]1[CH:3]=[C:4]([C:9]2[CH:18]=[CH:17][C:16]3[C:11](=[CH:12][CH:13]=[C:14]([CH2:19][CH2:20][CH3:21])[CH:15]=3)[CH:10]=2)[CH:5]=[CH:6][C:7]=1[F:8].